From a dataset of Full USPTO retrosynthesis dataset with 1.9M reactions from patents (1976-2016). Predict the reactants needed to synthesize the given product. (1) Given the product [C:33]([O:37][C:31](=[O:16])[NH:28][CH:1]1[CH2:2][CH:3]=[CH:4][CH2:5]1)([CH3:36])([CH3:35])[CH3:34], predict the reactants needed to synthesize it. The reactants are: [CH:1]1(C(O)=O)[CH2:5][CH:4]=[CH:3][CH2:2]1.C1(P(N=[N+]=[N-])(C2C=CC=CC=2)=[O:16])C=CC=CC=1.C([N:28]([CH2:31]C)CC)C.[C:33]([OH:37])([CH3:36])([CH3:35])[CH3:34]. (2) Given the product [ClH:27].[CH3:26][C:18]1[CH:19]=[CH:20][CH:21]=[C:22]([N+:23]([O-:25])=[O:24])[C:17]=1[CH2:16][C@@H:5]([C:6]([OH:8])=[O:7])[NH2:4], predict the reactants needed to synthesize it. The reactants are: C([NH:4][C:5]([CH2:16][C:17]1[C:22]([N+:23]([O-:25])=[O:24])=[CH:21][CH:20]=[CH:19][C:18]=1[CH3:26])(C(OCC)=O)[C:6]([O:8]CC)=[O:7])(=O)C.[ClH:27]. (3) Given the product [CH3:38][O:39][C:40]1[CH:45]=[C:44]([Br:46])[CH:43]=[CH:42][C:41]=1[CH2:47][CH2:48][NH:49][C:17]([C:16]1[CH:20]=[CH:21][C:13]([O:12][C:11]2[CH:10]=[C:9]3[C:4]([CH:5]([C:22]([O:24][CH2:25][CH3:26])=[O:23])[CH2:6][CH2:7][O:8]3)=[CH:3][C:2]=2[Cl:1])=[CH:14][CH:15]=1)=[O:18], predict the reactants needed to synthesize it. The reactants are: [Cl:1][C:2]1[CH:3]=[C:4]2[C:9](=[CH:10][C:11]=1[O:12][C:13]1[CH:21]=[CH:20][C:16]([C:17](O)=[O:18])=[CH:15][CH:14]=1)[O:8][CH2:7][CH2:6][CH:5]2[C:22]([O:24][CH2:25][CH3:26])=[O:23].O.ON1C2C=CC=CC=2N=N1.[CH3:38][O:39][C:40]1[CH:45]=[C:44]([Br:46])[CH:43]=[CH:42][C:41]=1[CH2:47][CH2:48][NH2:49].Cl.C(N=C=NCCCN(C)C)C. (4) The reactants are: I[C:2]1[CH:8]=[CH:7][CH:6]=[CH:5][C:3]=1[NH2:4].[CH3:9][O:10][C:11]1[CH:12]=[C:13](B(O)O)[CH:14]=[CH:15][CH:16]=1.ClCCl.[OH-].[Na+]. Given the product [CH3:9][O:10][C:11]1[CH:16]=[C:15]([C:2]2[CH:8]=[CH:7][CH:6]=[CH:5][C:3]=2[NH2:4])[CH:14]=[CH:13][CH:12]=1.[C:2]1([C:11]2[CH:12]=[CH:13][CH:14]=[CH:15][CH:16]=2)[C:3]([NH2:4])=[CH:5][CH:6]=[CH:7][CH:8]=1, predict the reactants needed to synthesize it. (5) Given the product [CH3:1][O:2][C:3]([C:5]1[C:6]([S:14]([CH3:17])(=[O:16])=[O:15])=[N:7][S:8][C:9]=1[NH2:19])=[O:4], predict the reactants needed to synthesize it. The reactants are: [CH3:1][O:2][C:3]([C:5]1[C:6]([S:14]([CH3:17])(=[O:16])=[O:15])=[N:7][S:8][C:9]=1S(C)(=O)=O)=[O:4].C[N:19](C=O)C.O.